From a dataset of NCI-60 drug combinations with 297,098 pairs across 59 cell lines. Regression. Given two drug SMILES strings and cell line genomic features, predict the synergy score measuring deviation from expected non-interaction effect. (1) Drug 1: CC1=CC=C(C=C1)C2=CC(=NN2C3=CC=C(C=C3)S(=O)(=O)N)C(F)(F)F. Drug 2: CS(=O)(=O)OCCCCOS(=O)(=O)C. Cell line: SN12C. Synergy scores: CSS=5.68, Synergy_ZIP=0.189, Synergy_Bliss=0.932, Synergy_Loewe=-1.61, Synergy_HSA=-1.39. (2) Drug 1: C1=NNC2=C1C(=O)NC=N2. Drug 2: C1CNP(=O)(OC1)N(CCCl)CCCl. Cell line: HOP-92. Synergy scores: CSS=3.10, Synergy_ZIP=0.426, Synergy_Bliss=3.61, Synergy_Loewe=0.437, Synergy_HSA=0.694.